This data is from Catalyst prediction with 721,799 reactions and 888 catalyst types from USPTO. The task is: Predict which catalyst facilitates the given reaction. (1) Reactant: [F:1][C:2]1[CH:7]=[C:6]([F:8])[CH:5]=[CH:4][C:3]=1[C:9]1[CH:14]=[CH:13][C:12]([C@@H:15]([N:17]2[CH2:22][CH2:21][C@@:20]([C:26]3[CH:31]=[CH:30][C:29]([F:32])=[CH:28][CH:27]=3)([CH2:23][CH2:24][OH:25])[O:19][C:18]2=[O:33])[CH3:16])=[CH:11][CH:10]=1.[C:34](Cl)(=[O:45])OC1C=CC([N+]([O-])=O)=CC=1.[NH3:47]. Product: [C:34](=[O:45])([O:25][CH2:24][CH2:23][C@@:20]1([C:26]2[CH:27]=[CH:28][C:29]([F:32])=[CH:30][CH:31]=2)[O:19][C:18](=[O:33])[N:17]([C@H:15]([C:12]2[CH:13]=[CH:14][C:9]([C:3]3[CH:4]=[CH:5][C:6]([F:8])=[CH:7][C:2]=3[F:1])=[CH:10][CH:11]=2)[CH3:16])[CH2:22][CH2:21]1)[NH2:47]. The catalyst class is: 2. (2) Reactant: CN(C(ON1N=NC2C=CC=NC1=2)=[N+](C)C)C.F[P-](F)(F)(F)(F)F.[O:25]1[CH2:29][CH2:28][C@@H:27]([NH:30][C:31]2[N:36]=[C:35]([C:37]([F:40])([F:39])[F:38])[C:34]([C:41]([OH:43])=O)=[CH:33][N:32]=2)[CH2:26]1.CCN(C(C)C)C(C)C.Cl.[NH2:54][CH:55]1[CH:62]2[CH2:63][C:58]3([OH:65])[CH2:59][CH:60]([CH2:64][CH:56]1[CH2:57]3)[CH2:61]2. Product: [OH:65][C:58]12[CH2:63][CH:62]3[CH2:61][CH:60]([CH2:64][CH:56]([CH:55]3[NH:54][C:41]([C:34]3[C:35]([C:37]([F:38])([F:39])[F:40])=[N:36][C:31]([NH:30][C@@H:27]4[CH2:28][CH2:29][O:25][CH2:26]4)=[N:32][CH:33]=3)=[O:43])[CH2:57]1)[CH2:59]2. The catalyst class is: 39. (3) Reactant: C(N(CC)CC)C.[N:8]1([C:13]2[N:18]=[C:17]([NH2:19])[CH:16]=[CH:15][CH:14]=2)[CH2:12][CH2:11][CH2:10][CH2:9]1.[CH3:20][N:21]1[C:30](=[O:31])[C:29]2[C:24](=[C:25]([C:32](Cl)=[O:33])[CH:26]=[CH:27][CH:28]=2)[N:23]=[C:22]1[C:35]1[CH:40]=[CH:39][CH:38]=[C:37]([C:41]([F:44])([F:43])[F:42])[CH:36]=1.Cl. Product: [CH3:20][N:21]1[C:30](=[O:31])[C:29]2[C:24](=[C:25]([C:32]([NH:19][C:17]3[CH:16]=[CH:15][CH:14]=[C:13]([N:8]4[CH2:9][CH2:10][CH2:11][CH2:12]4)[N:18]=3)=[O:33])[CH:26]=[CH:27][CH:28]=2)[N:23]=[C:22]1[C:35]1[CH:40]=[CH:39][CH:38]=[C:37]([C:41]([F:43])([F:42])[F:44])[CH:36]=1. The catalyst class is: 12. (4) Reactant: [CH3:1][N:2]1[CH2:11][CH:10](C2C=NC=CC=2)[C:9]2[C:4](=CC(O)=CC=2)[CH2:3]1.[CH3:19][O:20][C:21]1[CH:30]=[C:29]2[C:24]([CH:25]([C:32]3[CH:33]=[N:34][CH:35]=[CH:36][CH:37]=3)[CH2:26][N:27]([CH3:31])[CH2:28]2)=[CH:23][CH:22]=1.B(Br)(Br)Br.[C:42]([O-])([O-])=O.[Na+].[Na+]. Product: [CH3:31][N:27]1[CH2:26][CH:25]([C:32]2[CH:33]=[N:34][CH:35]=[CH:36][CH:37]=2)[C:24]2[C:29](=[CH:30][C:21]([O:20][CH2:19][CH2:42][CH2:1][N:2]3[CH2:11][CH2:10][CH2:9][CH2:4][CH2:3]3)=[CH:22][CH:23]=2)[CH2:28]1. The catalyst class is: 34.